From a dataset of Catalyst prediction with 721,799 reactions and 888 catalyst types from USPTO. Predict which catalyst facilitates the given reaction. Reactant: [C:1]([O:5][C:6]([NH:8][C:9]([CH3:14])([CH3:13])[C:10]([OH:12])=O)=[O:7])([CH3:4])([CH3:3])[CH3:2].CN(C(ON1N=NC2C=CC=NC1=2)=[N+](C)C)C.F[P-](F)(F)(F)(F)F.Cl.[CH3:40][C@H:41]1[CH2:46][O:45][CH2:44][CH2:43][N:42]1[C:47]1[N:48]=[C:49]([C:62]2[CH:63]=[N:64][C:65]([NH2:68])=[N:66][CH:67]=2)[C:50]2[CH2:55][CH2:54][N:53]([C@@:56]3([CH3:61])[CH2:60][CH2:59][NH:58][CH2:57]3)[C:51]=2[N:52]=1.O. Product: [NH2:68][C:65]1[N:66]=[CH:67][C:62]([C:49]2[C:50]3[CH2:55][CH2:54][N:53]([C@@:56]4([CH3:61])[CH2:60][CH2:59][N:58]([C:10](=[O:12])[C:9]([NH:8][C:6](=[O:7])[O:5][C:1]([CH3:2])([CH3:3])[CH3:4])([CH3:14])[CH3:13])[CH2:57]4)[C:51]=3[N:52]=[C:47]([N:42]3[CH2:43][CH2:44][O:45][CH2:46][C@@H:41]3[CH3:40])[N:48]=2)=[CH:63][N:64]=1. The catalyst class is: 3.